Dataset: NCI-60 drug combinations with 297,098 pairs across 59 cell lines. Task: Regression. Given two drug SMILES strings and cell line genomic features, predict the synergy score measuring deviation from expected non-interaction effect. (1) Drug 1: CC1C(C(=O)NC(C(=O)N2CCCC2C(=O)N(CC(=O)N(C(C(=O)O1)C(C)C)C)C)C(C)C)NC(=O)C3=C4C(=C(C=C3)C)OC5=C(C(=O)C(=C(C5=N4)C(=O)NC6C(OC(=O)C(N(C(=O)CN(C(=O)C7CCCN7C(=O)C(NC6=O)C(C)C)C)C)C(C)C)C)N)C. Drug 2: CC1CCC2CC(C(=CC=CC=CC(CC(C(=O)C(C(C(=CC(C(=O)CC(OC(=O)C3CCCCN3C(=O)C(=O)C1(O2)O)C(C)CC4CCC(C(C4)OC)O)C)C)O)OC)C)C)C)OC. Cell line: LOX IMVI. Synergy scores: CSS=6.83, Synergy_ZIP=5.97, Synergy_Bliss=8.85, Synergy_Loewe=2.45, Synergy_HSA=1.34. (2) Drug 1: C1=C(C(=O)NC(=O)N1)N(CCCl)CCCl. Drug 2: CC1=C(C(=O)C2=C(C1=O)N3CC4C(C3(C2COC(=O)N)OC)N4)N. Cell line: NCI-H226. Synergy scores: CSS=22.8, Synergy_ZIP=-1.45, Synergy_Bliss=6.89, Synergy_Loewe=5.97, Synergy_HSA=8.90. (3) Drug 1: CC12CCC3C(C1CCC2=O)CC(=C)C4=CC(=O)C=CC34C. Drug 2: C(=O)(N)NO. Cell line: MCF7. Synergy scores: CSS=39.9, Synergy_ZIP=-6.98, Synergy_Bliss=-0.878, Synergy_Loewe=-0.697, Synergy_HSA=0.354.